Dataset: Forward reaction prediction with 1.9M reactions from USPTO patents (1976-2016). Task: Predict the product of the given reaction. Given the reactants [CH2:1]([CH:8]1[NH:17][CH:16]([CH:18]2[CH2:20][CH2:19]2)[CH2:15][C:10]2([O:14][CH2:13][CH2:12][O:11]2)[CH2:9]1)[C:2]1[CH:7]=[CH:6][CH:5]=[CH:4][CH:3]=1.[CH3:21][C:22]([O:25][C:26](O[C:26]([O:25][C:22]([CH3:24])([CH3:23])[CH3:21])=[O:27])=[O:27])([CH3:24])[CH3:23], predict the reaction product. The product is: [C:22]([O:25][C:26]([N:17]1[CH:16]([CH:18]2[CH2:19][CH2:20]2)[CH2:15][C:10]2([O:11][CH2:12][CH2:13][O:14]2)[CH2:9][CH:8]1[CH2:1][C:2]1[CH:3]=[CH:4][CH:5]=[CH:6][CH:7]=1)=[O:27])([CH3:24])([CH3:23])[CH3:21].